The task is: Predict the reactants needed to synthesize the given product.. This data is from Full USPTO retrosynthesis dataset with 1.9M reactions from patents (1976-2016). (1) Given the product [N+:21]([C:13]1[CH:14]=[C:15]([N+:18]([O-:20])=[O:19])[CH:16]=[CH:17][C:12]=1[O-:11])([O-:23])=[O:22].[NH2:10][N+:6]1[CH:7]=[CH:8][C:9]2[O:1][CH:2]=[CH:3][C:4]=2[CH:5]=1, predict the reactants needed to synthesize it. The reactants are: [O:1]1[C:9]2[CH:8]=[CH:7][N:6]=[CH:5][C:4]=2[CH:3]=[CH:2]1.[NH2:10][O:11][C:12]1[CH:17]=[CH:16][C:15]([N+:18]([O-:20])=[O:19])=[CH:14][C:13]=1[N+:21]([O-:23])=[O:22].C(OCC)C. (2) Given the product [F:11][C:12]1[CH:13]=[C:14]([C:15]2[O:1][N:2]=[C:3]([C:4]3[CH:5]=[N:6][CH:7]=[CH:8][CH:9]=3)[N:10]=2)[CH:18]=[C:19]([F:22])[C:20]=1[F:21], predict the reactants needed to synthesize it. The reactants are: [OH:1][N:2]=[C:3]([NH2:10])[C:4]1[CH:9]=[CH:8][CH:7]=[N:6][CH:5]=1.[F:11][C:12]1[CH:13]=[C:14]([CH:18]=[C:19]([F:22])[C:20]=1[F:21])[C:15](O)=O.N. (3) Given the product [F:27][C:28]([F:47])([F:46])[S:29]([O:1][C:2]1[C:14]([CH:15]=[O:16])=[C:13]([CH:17]([CH3:18])[CH3:19])[CH:12]=[C:11]2[C:3]=1[C:4](=[O:20])[CH2:5][C:6]1([O:10]2)[CH2:9][CH2:8][CH2:7]1)(=[O:31])=[O:30], predict the reactants needed to synthesize it. The reactants are: [OH:1][C:2]1[C:14]([CH:15]=[O:16])=[C:13]([CH:17]([CH3:19])[CH3:18])[CH:12]=[C:11]2[C:3]=1[C:4](=[O:20])[CH2:5][C:6]1([O:10]2)[CH2:9][CH2:8][CH2:7]1.C(=O)([O-])[O-].[K+].[K+].[F:27][C:28]([F:47])([F:46])[S:29](N([S:29]([C:28]([F:47])([F:46])[F:27])(=[O:31])=[O:30])C1C=CC=CC=1)(=[O:31])=[O:30].[Cl-].[NH4+]. (4) Given the product [CH:2]([O:32][CH:19]([CH3:18])[CH3:20])([CH3:7])[CH3:3].[NH2:1][C:2]1[CH:7]=[C:6]([N:8]2[CH2:9][CH2:10][O:11][CH2:12][CH2:13]2)[C:5]([F:14])=[CH:4][C:3]=1[NH-:15], predict the reactants needed to synthesize it. The reactants are: [NH2:1][C:2]1[CH:7]=[C:6]([N:8]2[CH2:13][CH2:12][O:11][CH2:10][CH2:9]2)[C:5]([F:14])=[CH:4][C:3]=1[NH2:15].C1C=[CH:18][C:19](=[O:32])[C:20]2C=1C(C(Cl)=O)=C1C=2C=CC=C1. (5) Given the product [C:1]([O:5][C:6]([N:8]1[C:16]2[C:11](=[CH:12][C:13]([C:17]([C:19]3([CH2:31][CH2:32][CH3:33])[CH2:23][CH2:22][CH2:21][N:20]3[C:24]([O:26][C:27]([CH3:30])([CH3:29])[CH3:28])=[O:25])=[O:18])=[CH:14][CH:15]=2)[CH:10]=[CH:9]1)=[O:7])([CH3:4])([CH3:3])[CH3:2], predict the reactants needed to synthesize it. The reactants are: [C:1]([O:5][C:6]([N:8]1[C:16]2[C:11](=[CH:12][C:13]([CH:17]([C:19]3([CH2:31][CH2:32][CH3:33])[CH2:23][CH2:22][CH2:21][N:20]3[C:24]([O:26][C:27]([CH3:30])([CH3:29])[CH3:28])=[O:25])[OH:18])=[CH:14][CH:15]=2)[CH:10]=[CH:9]1)=[O:7])([CH3:4])([CH3:3])[CH3:2]. (6) Given the product [CH:13](=[C:15]1/[O:20][C:19]([CH3:22])([CH3:21])[O:18][C:17]([O:23][Si:26]([CH3:28])([CH3:27])[CH3:25])=[C:16]/1[CH3:24])/[CH3:14], predict the reactants needed to synthesize it. The reactants are: C(NC(C)C)(C)C.[Li]CCCC.[CH2:13]([C:15]1[O:20][C:19]([CH3:22])([CH3:21])[O:18][C:17](=[O:23])[C:16]=1[CH3:24])[CH3:14].[CH3:25][Si:26](Cl)([CH3:28])[CH3:27]. (7) Given the product [F:34][C:35]1[C:40]([F:41])=[CH:39][CH:38]=[CH:37][C:36]=1[C:2]1[S:10][C:9]2[C:8](=[O:11])[N:7]([CH:12]3[CH2:13][CH2:14][N:15]([C:18]([O:20][C:21]([CH3:22])([CH3:24])[CH3:23])=[O:19])[CH2:16][CH2:17]3)[C:6](=[O:25])[N:5]([CH2:26][C:27]3[N:28]=[N:29][N:30]([CH2:32][CH3:33])[N:31]=3)[C:4]=2[CH:3]=1, predict the reactants needed to synthesize it. The reactants are: Br[C:2]1[S:10][C:9]2[C:8](=[O:11])[N:7]([CH:12]3[CH2:17][CH2:16][N:15]([C:18]([O:20][C:21]([CH3:24])([CH3:23])[CH3:22])=[O:19])[CH2:14][CH2:13]3)[C:6](=[O:25])[N:5]([CH2:26][C:27]3[N:28]=[N:29][N:30]([CH2:32][CH3:33])[N:31]=3)[C:4]=2[CH:3]=1.[F:34][C:35]1[C:40]([F:41])=[CH:39][CH:38]=[CH:37][C:36]=1B(O)O.C(=O)([O-])[O-].[Cs+].[Cs+].